From a dataset of Forward reaction prediction with 1.9M reactions from USPTO patents (1976-2016). Predict the product of the given reaction. (1) Given the reactants Br[C:2]1[CH:7]=[CH:6][C:5]([S:8]([C:11]2[CH:16]=[CH:15][CH:14]=[CH:13][CH:12]=2)(=[O:10])=[O:9])=[C:4]([C:17]([F:20])([F:19])[F:18])[CH:3]=1.[F:21][C:22]1[CH:23]=[CH:24][C:25]([O:31][CH3:32])=[C:26](B(O)O)[CH:27]=1, predict the reaction product. The product is: [C:11]1([S:8]([C:5]2[CH:6]=[CH:7][C:2]([C:24]3[CH:23]=[C:22]([F:21])[CH:27]=[CH:26][C:25]=3[O:31][CH3:32])=[CH:3][C:4]=2[C:17]([F:20])([F:19])[F:18])(=[O:10])=[O:9])[CH:16]=[CH:15][CH:14]=[CH:13][CH:12]=1. (2) Given the reactants [OH:1][C:2]1[CH:3]=[C:4]([CH:7]=[CH:8][CH:9]=1)[C:5]#[N:6].C([O-])([O-])=O.[K+].[K+].Cl[C:17]1[CH:22]=[CH:21][C:20]([N+:23]([O-:25])=[O:24])=[C:19]([CH:26]([O:29][CH3:30])[O:27][CH3:28])[CH:18]=1, predict the reaction product. The product is: [CH3:30][O:29][CH:26]([O:27][CH3:28])[C:19]1[CH:18]=[C:17]([CH:22]=[CH:21][C:20]=1[N+:23]([O-:25])=[O:24])[O:1][C:2]1[CH:3]=[C:4]([CH:7]=[CH:8][CH:9]=1)[C:5]#[N:6]. (3) Given the reactants [Br:1][C:2]1[CH:3]=[C:4]2[CH:10]=[CH:9][NH:8][C:5]2=[N:6][CH:7]=1.[Cl-].[Al+3].[Cl-].[Cl-].ClC(Cl)(Cl)[C:17](Cl)=[O:18].[C:22](Cl)(=[O:24])C, predict the reaction product. The product is: [Br:1][C:2]1[CH:3]=[C:4]2[C:10]([C:22]([O:18][CH3:17])=[O:24])=[CH:9][NH:8][C:5]2=[N:6][CH:7]=1. (4) Given the reactants [F:1][C:2]1[CH:7]=[CH:6][C:5]([C:8]2[C:12]([CH2:13][O:14][C:15]3[CH:16]=[C:17]([C:21](O)=[O:22])[N:18]([CH3:20])[N:19]=3)=[C:11]([CH3:24])[O:10][N:9]=2)=[CH:4][CH:3]=1.[NH2:25][CH2:26][C:27]([CH3:30])([OH:29])[CH3:28], predict the reaction product. The product is: [OH:29][C:27]([CH3:30])([CH3:28])[CH2:26][NH:25][C:21]([C:17]1[N:18]([CH3:20])[N:19]=[C:15]([O:14][CH2:13][C:12]2[C:8]([C:5]3[CH:6]=[CH:7][C:2]([F:1])=[CH:3][CH:4]=3)=[N:9][O:10][C:11]=2[CH3:24])[CH:16]=1)=[O:22]. (5) Given the reactants Br[C:2]1[C:11]2[C:6](=[CH:7][CH:8]=[CH:9][CH:10]=2)[C:5](=[O:12])[O:4][C:3]=1[CH:13]([OH:15])[CH3:14].CC1(C)C(C)(C)OB([C:24]2[CH2:29][CH2:28][N:27]([C:30]([O:32][C:33]([CH3:36])([CH3:35])[CH3:34])=[O:31])[CH2:26][CH:25]=2)O1.C([O-])([O-])=O.[Cs+].[Cs+], predict the reaction product. The product is: [OH:15][CH:13]([C:3]1[O:4][C:5](=[O:12])[C:6]2[C:11]([C:2]=1[C:24]1[CH2:29][CH2:28][N:27]([C:30]([O:32][C:33]([CH3:36])([CH3:35])[CH3:34])=[O:31])[CH2:26][CH:25]=1)=[CH:10][CH:9]=[CH:8][CH:7]=2)[CH3:14]. (6) The product is: [Br:16][C:17]1[CH:23]=[CH:22][C:20]([NH:21][C:9](=[O:10])[O:11][C:12]([CH3:13])([CH3:14])[CH3:15])=[CH:19][C:18]=1[CH2:24][N:25]([CH3:27])[CH3:26]. Given the reactants [CH3:13][C:12]([O:11][C:9](O[C:9]([O:11][C:12]([CH3:15])([CH3:14])[CH3:13])=[O:10])=[O:10])([CH3:15])[CH3:14].[Br:16][C:17]1[CH:23]=[CH:22][C:20]([NH2:21])=[CH:19][C:18]=1[CH2:24][N:25]([CH3:27])[CH3:26], predict the reaction product. (7) Given the reactants CN(C)C(=O)C.C(N(C(C)C)CC)(C)C.Br[C:17]1[C:22]([CH3:23])=[CH:21][C:20]([O:24][CH2:25][CH2:26][CH2:27][S:28]([CH3:31])(=[O:30])=[O:29])=[CH:19][C:18]=1[CH3:32].[CH:33]([C:35]1[CH:36]=[C:37](B(O)O)[CH:38]=[CH:39][CH:40]=1)=[O:34], predict the reaction product. The product is: [CH3:32][C:18]1[CH:19]=[C:20]([O:24][CH2:25][CH2:26][CH2:27][S:28]([CH3:31])(=[O:30])=[O:29])[CH:21]=[C:22]([CH3:23])[C:17]=1[C:39]1[CH:38]=[CH:37][CH:36]=[C:35]([CH:33]=[O:34])[CH:40]=1. (8) Given the reactants [F:1][C:2]1[CH:7]=[C:6]([I:8])[CH:5]=[CH:4][C:3]=1[NH:9][C:10]1[N:14]([CH3:15])[C:13]2[C:16](=[O:19])[CH2:17][CH2:18][C:12]=2[C:11]=1[C:20](O)=[O:21].CC1(C)[O:28][C@@H:27]([CH2:29][O:30][NH2:31])[CH2:26][O:25]1.C1C=CC2N(O)N=NC=2C=1.C(Cl)CCl.C1(C)C=CC(S(O)(=O)=O)=CC=1, predict the reaction product. The product is: [OH:28][C@H:27]([CH2:26][OH:25])[CH2:29][O:30][NH:31][C:20]([C:11]1[C:12]2[CH2:18][CH2:17][C:16](=[O:19])[C:13]=2[N:14]([CH3:15])[C:10]=1[NH:9][C:3]1[CH:4]=[CH:5][C:6]([I:8])=[CH:7][C:2]=1[F:1])=[O:21]. (9) Given the reactants C[O:2][C:3](=[O:13])[CH:4](Br)[C:5]1[CH:10]=[CH:9][C:8]([Br:11])=[CH:7][CH:6]=1.[CH:14]1([SH:19])[CH2:18][CH2:17][CH2:16][CH2:15]1.[NH2:20][C:21]1[S:22][CH:23]=[CH:24][N:25]=1, predict the reaction product. The product is: [CH:14]1([S:19][CH:4]([C:5]2[CH:10]=[CH:9][C:8]([Br:11])=[CH:7][CH:6]=2)[C:3]([OH:2])=[O:13])[CH2:18][CH2:17][CH2:16][CH2:15]1.[CH:14]1([S:19][CH:4]([C:5]2[CH:6]=[CH:7][C:8]([Br:11])=[CH:9][CH:10]=2)[C:3]([NH:20][C:21]2[S:22][CH:23]=[CH:24][N:25]=2)=[O:13])[CH2:18][CH2:17][CH2:16][CH2:15]1.